From a dataset of Reaction yield outcomes from USPTO patents with 853,638 reactions. Predict the reaction yield, written as a fraction of the theoretical maximum amount of product (1.0 means a 100% yield; for example, 0.34 means a 34% yield). The reactants are Cl[C:2]1[O:6][N:5]=[C:4]([C:7]2[CH:12]=[CH:11][CH:10]=[CH:9][CH:8]=2)[N:3]=1.FC(F)(F)C(O)=O.[O:20]1[C:24]2[CH:25]=[CH:26][CH:27]=[CH:28][C:23]=2[C:22]([NH:29][C:30]([N:32]2[CH2:37][CH2:36][NH:35][CH2:34][CH2:33]2)=[O:31])=[N:21]1.C(N(CC)CC)C.O. The catalyst is CN(C)C=O. The product is [O:20]1[C:24]2[CH:25]=[CH:26][CH:27]=[CH:28][C:23]=2[C:22]([NH:29][C:30]([N:32]2[CH2:37][CH2:36][N:35]([C:2]3[O:6][N:5]=[C:4]([C:7]4[CH:12]=[CH:11][CH:10]=[CH:9][CH:8]=4)[N:3]=3)[CH2:34][CH2:33]2)=[O:31])=[N:21]1. The yield is 0.724.